From a dataset of Forward reaction prediction with 1.9M reactions from USPTO patents (1976-2016). Predict the product of the given reaction. (1) Given the reactants [CH3:1][C:2]1[C:10]2[N:9]=[CH:8][NH:7][C:6]=2[CH:5]=[CH:4][CH:3]=1.C(=O)([O-])[O-].[K+].[K+].[CH2:17](Cl)[C:18]1[CH:23]=[CH:22][CH:21]=[CH:20][CH:19]=1, predict the reaction product. The product is: [CH2:17]([N:7]1[C:6]2[CH:5]=[CH:4][CH:3]=[C:2]([CH3:1])[C:10]=2[N:9]=[CH:8]1)[C:18]1[CH:23]=[CH:22][CH:21]=[CH:20][CH:19]=1. (2) Given the reactants [C:1]([C:5]1[CH:6]=[C:7]([C:17](Cl)=[O:18])[CH:8]=[C:9]2[C:14]=1[O:13][CH2:12][CH2:11][C:10]2([CH3:16])[CH3:15])([CH3:4])([CH3:3])[CH3:2].[NH3:20], predict the reaction product. The product is: [C:1]([C:5]1[CH:6]=[C:7]([C:17]([NH2:20])=[O:18])[CH:8]=[C:9]2[C:14]=1[O:13][CH2:12][CH2:11][C:10]2([CH3:16])[CH3:15])([CH3:4])([CH3:3])[CH3:2]. (3) Given the reactants Br[C:2]1[CH:3]=[C:4]([C:9]2[N:13]3[CH:14]=[CH:15][C:16]([C:18]([F:21])([F:20])[F:19])=[N:17][C:12]3=[N:11][CH:10]=2)[CH:5]=[CH:6][C:7]=1[F:8].C([Sn](CCCC)(CCCC)[C:27]1[CH:32]=[CH:31][N:30]=[CH:29][CH:28]=1)CCC.N#N, predict the reaction product. The product is: [F:8][C:7]1[CH:6]=[CH:5][C:4]([C:9]2[N:13]3[CH:14]=[CH:15][C:16]([C:18]([F:21])([F:20])[F:19])=[N:17][C:12]3=[N:11][CH:10]=2)=[CH:3][C:2]=1[C:27]1[CH:32]=[CH:31][N:30]=[CH:29][CH:28]=1.